Dataset: NCI-60 drug combinations with 297,098 pairs across 59 cell lines. Task: Regression. Given two drug SMILES strings and cell line genomic features, predict the synergy score measuring deviation from expected non-interaction effect. (1) Drug 1: CNC(=O)C1=CC=CC=C1SC2=CC3=C(C=C2)C(=NN3)C=CC4=CC=CC=N4. Drug 2: COC1=C(C=C2C(=C1)N=CN=C2NC3=CC(=C(C=C3)F)Cl)OCCCN4CCOCC4. Cell line: SF-539. Synergy scores: CSS=20.9, Synergy_ZIP=-1.58, Synergy_Bliss=2.08, Synergy_Loewe=6.17, Synergy_HSA=6.71. (2) Drug 1: C1CN1P(=S)(N2CC2)N3CC3. Drug 2: CCC1(CC2CC(C3=C(CCN(C2)C1)C4=CC=CC=C4N3)(C5=C(C=C6C(=C5)C78CCN9C7C(C=CC9)(C(C(C8N6C)(C(=O)OC)O)OC(=O)C)CC)OC)C(=O)OC)O.OS(=O)(=O)O. Cell line: SW-620. Synergy scores: CSS=17.2, Synergy_ZIP=-4.23, Synergy_Bliss=-1.64, Synergy_Loewe=-3.23, Synergy_HSA=-3.86. (3) Drug 1: C1CC(=O)NC(=O)C1N2C(=O)C3=CC=CC=C3C2=O. Drug 2: CC1C(C(CC(O1)OC2CC(CC3=C2C(=C4C(=C3O)C(=O)C5=C(C4=O)C(=CC=C5)OC)O)(C(=O)CO)O)N)O.Cl. Cell line: BT-549. Synergy scores: CSS=44.8, Synergy_ZIP=-1.33, Synergy_Bliss=-1.22, Synergy_Loewe=-35.3, Synergy_HSA=-0.890. (4) Drug 1: CS(=O)(=O)C1=CC(=C(C=C1)C(=O)NC2=CC(=C(C=C2)Cl)C3=CC=CC=N3)Cl. Drug 2: C1CCC(CC1)NC(=O)N(CCCl)N=O. Cell line: RPMI-8226. Synergy scores: CSS=27.4, Synergy_ZIP=7.99, Synergy_Bliss=13.4, Synergy_Loewe=-16.0, Synergy_HSA=7.98. (5) Drug 2: CC12CCC3C(C1CCC2O)C(CC4=C3C=CC(=C4)O)CCCCCCCCCS(=O)CCCC(C(F)(F)F)(F)F. Drug 1: C1CC(=O)NC(=O)C1N2CC3=C(C2=O)C=CC=C3N. Cell line: UACC62. Synergy scores: CSS=1.88, Synergy_ZIP=-1.89, Synergy_Bliss=-2.93, Synergy_Loewe=0.0641, Synergy_HSA=-1.08. (6) Drug 1: CN(C)N=NC1=C(NC=N1)C(=O)N. Drug 2: C1CC(C1)(C(=O)O)C(=O)O.[NH2-].[NH2-].[Pt+2]. Cell line: EKVX. Synergy scores: CSS=-6.08, Synergy_ZIP=-1.14, Synergy_Bliss=-5.20, Synergy_Loewe=-10.4, Synergy_HSA=-7.17.